Dataset: Full USPTO retrosynthesis dataset with 1.9M reactions from patents (1976-2016). Task: Predict the reactants needed to synthesize the given product. (1) Given the product [CH2:49]([O:52][C@@H:53]1[CH2:58][CH2:57][CH2:56][N:55]([CH2:59][C@H:60]2[CH2:65][CH2:64][CH2:63][CH2:62][C@@H:61]2[NH:66][C:10](=[O:12])[C:9]2[CH:8]=[CH:7][C:6]([N:1]3[CH:2]=[CH:3][CH:4]=[CH:5]3)=[CH:14][CH:13]=2)[CH2:54]1)[CH:50]=[CH2:51], predict the reactants needed to synthesize it. The reactants are: [N:1]1([C:6]2[CH:14]=[CH:13][C:9]([C:10]([OH:12])=O)=[CH:8][CH:7]=2)[CH:5]=[CH:4][CH:3]=[CH:2]1.CN(C(ON1N=NC2C=CC=NC1=2)=[N+](C)C)C.F[P-](F)(F)(F)(F)F.C(N(C(C)C)CC)(C)C.Cl.[CH2:49]([O:52][C@@H:53]1[CH2:58][CH2:57][CH2:56][N:55]([CH2:59][C@@H:60]2[CH2:65][CH2:64][CH2:63][CH2:62][C@H:61]2[NH2:66])[CH2:54]1)[CH:50]=[CH2:51].Cl.C(O[C@@H]1CCCN(C[C@H]2CCCC[C@@H]2N)C1)C=C. (2) Given the product [CH:20]1([C:19]2[N:15]([C:12]3[CH:11]=[CH:10][C:9]([OH:8])=[CH:14][CH:13]=3)[N:16]=[C:17](/[CH:26]=[CH:27]/[C:28]([O:30][CH3:31])=[O:29])[CH:18]=2)[CH2:21][CH2:22][CH2:23][CH2:24][CH2:25]1, predict the reactants needed to synthesize it. The reactants are: C([O:8][C:9]1[CH:14]=[CH:13][C:12]([N:15]2[C:19]([CH:20]3[CH2:25][CH2:24][CH2:23][CH2:22][CH2:21]3)=[CH:18][C:17](/[CH:26]=[CH:27]/[C:28]([O:30][CH3:31])=[O:29])=[N:16]2)=[CH:11][CH:10]=1)C1C=CC=CC=1.B(Cl)(Cl)Cl. (3) Given the product [Cl:1][C:2]1[CH:24]=[C:23]([Cl:25])[CH:22]=[CH:21][C:3]=1[O:4][C:5]1[C:10]([CH2:11][CH2:12][C:13]([O:15][CH2:16][CH3:17])=[O:14])=[CH:9][CH:8]=[C:7]([O:18][CH2:19][CH3:20])[N:6]=1, predict the reactants needed to synthesize it. The reactants are: [Cl:1][C:2]1[CH:24]=[C:23]([Cl:25])[CH:22]=[CH:21][C:3]=1[O:4][C:5]1[C:10](/[CH:11]=[CH:12]/[C:13]([O:15][CH2:16][CH3:17])=[O:14])=[CH:9][CH:8]=[C:7]([O:18][CH2:19][CH3:20])[N:6]=1. (4) Given the product [ClH:17].[F:1][C:2]1[CH:16]=[CH:15][C:5]2[NH:6][C:7]([CH:9]3[CH2:10][CH2:11][NH:12][CH2:13][CH2:14]3)=[N:8][C:4]=2[CH:3]=1, predict the reactants needed to synthesize it. The reactants are: [F:1][C:2]1[CH:16]=[CH:15][C:5]2[NH:6][C:7]([CH:9]3[CH2:14][CH2:13][NH:12][CH2:11][CH2:10]3)=[N:8][C:4]=2[CH:3]=1.[ClH:17]. (5) Given the product [F:8][C:5]1[CH:6]=[CH:7][C:2]2[N:1]=[C:11]([SH:12])[NH:10][C:3]=2[C:4]=1[F:9], predict the reactants needed to synthesize it. The reactants are: [NH2:1][C:2]1[CH:7]=[CH:6][C:5]([F:8])=[C:4]([F:9])[C:3]=1[NH2:10].[C:11](=S)=[S:12]. (6) Given the product [C:1]([O:5][CH2:10][CH2:9][O:8][CH2:7][CH2:6][OH:12])(=[O:4])[CH:2]=[CH2:3], predict the reactants needed to synthesize it. The reactants are: [C:1]([OH:5])(=[O:4])[CH:2]=[CH2:3].[CH2:6]([OH:12])[CH2:7][O:8][CH2:9][CH2:10]O.[OH-].[K+].C1(C=CC(O)=CC=1)O.